From a dataset of Forward reaction prediction with 1.9M reactions from USPTO patents (1976-2016). Predict the product of the given reaction. (1) The product is: [C:1]([N:5]1[C:9]([C:10]2[CH:15]=[CH:14][C:13]([F:16])=[CH:12][CH:11]=2)=[C:8]([C:17]2[S:18][CH:19]=[C:20]([C:22]([NH:65][CH2:64][CH:61]3[CH2:62][CH2:63][O:58][CH2:59][CH2:60]3)=[O:24])[N:21]=2)[CH:7]=[N:6]1)([CH3:3])([CH3:2])[CH3:4]. Given the reactants [C:1]([N:5]1[C:9]([C:10]2[CH:15]=[CH:14][C:13]([F:16])=[CH:12][CH:11]=2)=[C:8]([C:17]2[S:18][CH:19]=[C:20]([C:22]([OH:24])=O)[N:21]=2)[CH:7]=[N:6]1)([CH3:4])([CH3:3])[CH3:2].CN(C(ON1N=NC2C=CC=NC1=2)=[N+](C)C)C.F[P-](F)(F)(F)(F)F.CCN(C(C)C)C(C)C.[O:58]1[CH2:63][CH2:62][CH:61]([CH2:64][NH2:65])[CH2:60][CH2:59]1, predict the reaction product. (2) The product is: [Cl:58][CH2:18][C@@H:14]1[CH2:15][CH2:16][CH2:17][N:13]1[C@H:10]1[CH2:11][CH2:12][C@@H:7]([CH2:6][C:5]2[CH:20]=[CH:21][C:2]([F:1])=[CH:3][CH:4]=2)[CH2:8][CH2:9]1. Given the reactants [F:1][C:2]1[CH:21]=[CH:20][C:5]([CH2:6][C@@H:7]2[CH2:12][CH2:11][C@H:10]([N:13]3[CH2:17][CH2:16][CH2:15][C@H:14]3[CH2:18]O)[CH2:9][CH2:8]2)=[CH:4][CH:3]=1.FC1C=CC(C[C@H]2CC[C@H](N3CCC[C@H]3CO)CC2)=CC=1.N1C=CC=CC=1.C1(C)C=CC(S([Cl:58])(=O)=O)=CC=1, predict the reaction product. (3) Given the reactants [CH3:1][N:2]1[C:10]2[C:9](=[O:11])[N:8]([CH2:12][CH2:13][O:14][C:15]3[CH:20]=[CH:19][C:18]([CH2:21][CH:22]([O:26][CH2:27][CH3:28])[C:23]([OH:25])=[O:24])=[CH:17][CH:16]=3)[C:7]([CH3:29])=[N:6][C:5]=2[C:4]([CH2:30][CH2:31][CH3:32])=[N:3]1.[NH2:33][C@H:34]([C:42]([OH:44])=[O:43])[CH2:35][CH2:36][CH2:37][NH:38][C:39](=[NH:41])[NH2:40], predict the reaction product. The product is: [NH2:33][C@H:34]([C:42]([OH:44])=[O:43])[CH2:35][CH2:36][CH2:37][NH:38][C:39](=[NH:40])[NH2:41].[CH3:1][N:2]1[C:10]2[C:9](=[O:11])[N:8]([CH2:12][CH2:13][O:14][C:15]3[CH:20]=[CH:19][C:18]([CH2:21][CH:22]([O:26][CH2:27][CH3:28])[C:23]([OH:25])=[O:24])=[CH:17][CH:16]=3)[C:7]([CH3:29])=[N:6][C:5]=2[C:4]([CH2:30][CH2:31][CH3:32])=[N:3]1.[CH3:1][N:2]1[C:10]2[C:9](=[O:11])[N:8]([CH2:12][CH2:13][O:14][C:15]3[CH:20]=[CH:19][C:18]([CH2:21][CH:22]([O:26][CH2:27][CH3:28])[C:23]([OH:25])=[O:24])=[CH:17][CH:16]=3)[C:7]([CH3:29])=[N:6][C:5]=2[C:4]([CH2:30][CH2:31][CH3:32])=[N:3]1. (4) Given the reactants [CH:1]1([S:4]([C:7]2[CH:12]=[CH:11][C:10]([CH:13]([CH2:18][CH:19]3[CH2:24][CH2:23][O:22][CH2:21][CH2:20]3)[C:14](=[O:17])[CH:15]=[CH2:16])=[CH:9][CH:8]=2)(=[O:6])=[O:5])[CH2:3][CH2:2]1.[CH:25]([C:27]1[N:28]=[CH:29][N:30]([CH2:32][C:33]([O:35][CH2:36][CH3:37])=[O:34])[CH:31]=1)=[O:26].C(N(CC)CC)C.O1CCCC1, predict the reaction product. The product is: [CH:1]1([S:4]([C:7]2[CH:8]=[CH:9][C:10]([CH:13]([CH2:18][CH:19]3[CH2:24][CH2:23][O:22][CH2:21][CH2:20]3)[C:14](=[O:17])[CH2:15][CH2:16][C:25]([C:27]3[N:28]=[CH:29][N:30]([CH2:32][C:33]([O:35][CH2:36][CH3:37])=[O:34])[CH:31]=3)=[O:26])=[CH:11][CH:12]=2)(=[O:6])=[O:5])[CH2:3][CH2:2]1. (5) The product is: [C:20]([O:19][C:17]([O:16][C:7]1[C:6]([C:24]([F:25])([F:26])[F:27])=[CH:5][CH:4]=[C:3]([CH2:2][O:47][C:44]2[CH:43]=[CH:42][C:41]([C:31]3[CH:32]=[CH:33][C:34]([CH2:36][C:37]([O:39][CH3:40])=[O:38])=[CH:35][C:30]=3[CH:28]=[O:29])=[CH:46][CH:45]=2)[C:8]=1[C:9]([O:11][C:12]([CH3:15])([CH3:14])[CH3:13])=[O:10])=[O:18])([CH3:21])([CH3:22])[CH3:23]. Given the reactants Br[CH2:2][C:3]1[C:8]([C:9]([O:11][C:12]([CH3:15])([CH3:14])[CH3:13])=[O:10])=[C:7]([O:16][C:17]([O:19][C:20]([CH3:23])([CH3:22])[CH3:21])=[O:18])[C:6]([C:24]([F:27])([F:26])[F:25])=[CH:5][CH:4]=1.[CH:28]([C:30]1[CH:35]=[C:34]([CH2:36][C:37]([O:39][CH3:40])=[O:38])[CH:33]=[CH:32][C:31]=1[C:41]1[CH:46]=[CH:45][C:44]([OH:47])=[CH:43][CH:42]=1)=[O:29], predict the reaction product. (6) Given the reactants [C:1]([O:5][C:6](=[O:17])[NH:7][CH2:8][CH2:9][C:10]1[CH:15]=[CH:14][C:13]([OH:16])=[CH:12][CH:11]=1)([CH3:4])([CH3:3])[CH3:2].Cl[C:19]1[CH:20]=[C:21]([CH:24]=[CH:25][N:26]=1)[C:22]#[N:23].C([O-])([O-])=O.[K+].[K+], predict the reaction product. The product is: [C:1]([O:5][C:6](=[O:17])[NH:7][CH2:8][CH2:9][C:10]1[CH:15]=[CH:14][C:13]([O:16][C:19]2[CH:20]=[C:21]([C:22]#[N:23])[CH:24]=[CH:25][N:26]=2)=[CH:12][CH:11]=1)([CH3:4])([CH3:2])[CH3:3]. (7) Given the reactants [CH3:1][N:2]([CH3:21])[C:3]([CH2:19][CH3:20])([CH2:16][CH:17]=[CH2:18])[C:4]([C:6]1[CH:11]=[CH:10][C:9]([NH:12][CH2:13][CH2:14][OH:15])=[CH:8][CH:7]=1)=[O:5].C=O.[C:24]([BH3-])#N.[Na+], predict the reaction product. The product is: [CH3:1][N:2]([CH3:21])[C:3]([CH2:19][CH3:20])([CH2:16][CH:17]=[CH2:18])[C:4]([C:6]1[CH:11]=[CH:10][C:9]([N:12]([CH2:13][CH2:14][OH:15])[CH3:24])=[CH:8][CH:7]=1)=[O:5].